From a dataset of TCR-epitope binding with 47,182 pairs between 192 epitopes and 23,139 TCRs. Binary Classification. Given a T-cell receptor sequence (or CDR3 region) and an epitope sequence, predict whether binding occurs between them. (1) The epitope is SSTFNVPMEKLK. The TCR CDR3 sequence is CASSSTGGWDEQYF. Result: 0 (the TCR does not bind to the epitope). (2) The TCR CDR3 sequence is CAISERDRPAEEAFF. Result: 1 (the TCR binds to the epitope). The epitope is NLDSKVGGNY. (3) The epitope is QECVRGTTVL. The TCR CDR3 sequence is CASSLGGTSGGGYNEQFF. Result: 0 (the TCR does not bind to the epitope). (4) The TCR CDR3 sequence is CASSLLNTEAFF. Result: 1 (the TCR binds to the epitope). The epitope is YFPLQSYGF.